Dataset: Reaction yield outcomes from USPTO patents with 853,638 reactions. Task: Predict the reaction yield, written as a fraction of the theoretical maximum amount of product (1.0 means a 100% yield; for example, 0.34 means a 34% yield). (1) The reactants are [NH2:1][C:2]1[C:7]([NH2:8])=[C:6]([C:9]2[C:14]3[CH2:15][O:16][C:17](=[O:19])[NH:18][C:13]=3[CH:12]=[CH:11][CH:10]=2)[CH:5]=[CH:4][N:3]=1.[CH3:20][C@H:21]1[O:26][C@@H:25]([CH3:27])[CH2:24][N:23]([C:28]2[CH:35]=[CH:34][C:31]([CH:32]=O)=[CH:30][CH:29]=2)[CH2:22]1.CC1C=CC(S(O)(=O)=O)=CC=1. The catalyst is CN(C)C=O.O. The product is [CH3:27][C@H:25]1[O:26][C@@H:21]([CH3:20])[CH2:22][N:23]([C:28]2[CH:29]=[CH:30][C:31]([C:32]3[NH:1][C:2]4=[N:3][CH:4]=[CH:5][C:6]([C:9]5[C:14]6[CH2:15][O:16][C:17](=[O:19])[NH:18][C:13]=6[CH:12]=[CH:11][CH:10]=5)=[C:7]4[N:8]=3)=[CH:34][CH:35]=2)[CH2:24]1. The yield is 0.120. (2) The reactants are F[P-](F)(F)(F)(F)F.N1(OC(N(C)C)=[N+](C)C)C2C=CC=CC=2N=N1.[OH:25][C:26]1[CH:27]=[C:28]([CH:43]=[CH:44][CH:45]=1)[CH2:29][NH:30][C:31]([C:33]1[CH:41]=[CH:40][C:36]([C:37]([OH:39])=O)=[C:35]([CH3:42])[CH:34]=1)=[O:32].[CH3:46][O:47][C:48](=[O:57])[CH:49]([P:51]([O:55][CH3:56])([O:53][CH3:54])=[O:52])[NH2:50].C(N(C(C)C)CC)(C)C. The catalyst is CN(C)C=O.C(OCC)(=O)C. The product is [CH3:46][O:47][C:48](=[O:57])[CH:49]([P:51]([O:53][CH3:54])([O:55][CH3:56])=[O:52])[NH:50][C:37](=[O:39])[C:36]1[CH:40]=[CH:41][C:33]([C:31]([NH:30][CH2:29][C:28]2[CH:43]=[CH:44][CH:45]=[C:26]([OH:25])[CH:27]=2)=[O:32])=[CH:34][C:35]=1[CH3:42]. The yield is 0.630.